From a dataset of Reaction yield outcomes from USPTO patents with 853,638 reactions. Predict the reaction yield, written as a fraction of the theoretical maximum amount of product (1.0 means a 100% yield; for example, 0.34 means a 34% yield). (1) The reactants are O.[OH-].[Li+].[F:4][C:5]([F:34])([F:33])[C:6]1[N:10]2[N:11]=[C:12]([N:15]3[CH2:20][CH2:19][CH:18]([O:21][C:22]4[CH:32]=[CH:31][C:25]([C:26]([O:28]CC)=[O:27])=[CH:24][CH:23]=4)[CH2:17][CH2:16]3)[CH:13]=[CH:14][C:9]2=[N:8][N:7]=1. The catalyst is CO.O. The product is [F:34][C:5]([F:4])([F:33])[C:6]1[N:10]2[N:11]=[C:12]([N:15]3[CH2:16][CH2:17][CH:18]([O:21][C:22]4[CH:32]=[CH:31][C:25]([C:26]([OH:28])=[O:27])=[CH:24][CH:23]=4)[CH2:19][CH2:20]3)[CH:13]=[CH:14][C:9]2=[N:8][N:7]=1. The yield is 0.970. (2) The reactants are [I:1][C:2]1[C:10]2[C:5](=[CH:6][C:7]([CH:11]=[O:12])=[CH:8][CH:9]=2)[NH:4][N:3]=1.C1COCC1.CS(O)(=O)=O.[O:23]1[CH:28]=[CH:27][CH2:26][CH2:25][CH2:24]1. The catalyst is C(Cl)Cl. The product is [I:1][C:2]1[C:10]2[C:5](=[CH:6][C:7]([CH:11]=[O:12])=[CH:8][CH:9]=2)[N:4]([CH:24]2[CH2:25][CH2:26][CH2:27][CH2:28][O:23]2)[N:3]=1. The yield is 0.250. (3) The reactants are Cl.[C:2]1([C:8]2[S:12][C:11]([CH2:13][C:14]3[CH:26]=[CH:25][C:17]([O:18][CH2:19][C@H:20]4[CH2:24][CH2:23][CH2:22][NH:21]4)=[CH:16][CH:15]=3)=[CH:10][CH:9]=2)[CH:7]=[CH:6][CH:5]=[CH:4][CH:3]=1.Br[CH2:28][CH2:29][CH2:30][C:31]([O:33]C)=[O:32]. No catalyst specified. The product is [C:2]1([C:8]2[S:12][C:11]([CH2:13][C:14]3[CH:15]=[CH:16][C:17]([O:18][CH2:19][C@H:20]4[CH2:24][CH2:23][CH2:22][N:21]4[CH2:28][CH2:29][CH2:30][C:31]([OH:33])=[O:32])=[CH:25][CH:26]=3)=[CH:10][CH:9]=2)[CH:3]=[CH:4][CH:5]=[CH:6][CH:7]=1. The yield is 0.360. (4) The reactants are [OH:1][C:2]1[N:7]=[CH:6][C:5]([NH:8][C:9](=[O:14])[C:10]([CH3:13])([CH3:12])[CH3:11])=[CH:4][CH:3]=1.[CH3:15][N:16]([C:20]1[CH:25]=[CH:24][CH:23]=[CH:22][CH:21]=1)[C:17](Cl)=[O:18].N12CCN(CC1)CC2.O. The catalyst is CN(C)C=O. The product is [CH3:12][C:10]([CH3:11])([CH3:13])[C:9]([NH:8][C:5]1[CH:4]=[CH:3][C:2]([O:1][C:17](=[O:18])[N:16]([CH3:15])[C:20]2[CH:25]=[CH:24][CH:23]=[CH:22][CH:21]=2)=[N:7][CH:6]=1)=[O:14]. The yield is 0.560. (5) The reactants are [NH2:1][C:2]1[CH:9]=[CH:8][C:5]([C:6]#[N:7])=[CH:4][C:3]=1[F:10].C(=O)(O)[O-].[Na+].[C:16](Cl)([O:18][CH2:19][CH:20]1[C:32]2[C:27](=[CH:28][CH:29]=[CH:30][CH:31]=2)[C:26]2[C:21]1=[CH:22][CH:23]=[CH:24][CH:25]=2)=[O:17]. The catalyst is C(#N)C. The product is [CH:31]1[C:32]2[CH:20]([CH2:19][O:18][C:16](=[O:17])[NH:1][C:2]3[CH:9]=[CH:8][C:5]([C:6]#[N:7])=[CH:4][C:3]=3[F:10])[C:21]3[C:26](=[CH:25][CH:24]=[CH:23][CH:22]=3)[C:27]=2[CH:28]=[CH:29][CH:30]=1. The yield is 0.500. (6) The reactants are [CH3:1][S:2](Cl)(=[O:4])=[O:3].[OH:6][C@H:7]1[CH2:11][N:10]([C:12]([O:14][C:15]([CH3:18])([CH3:17])[CH3:16])=[O:13])[C@@H:9]([C:19](=[O:34])[NH:20][C:21]2[CH:26]=[CH:25][C:24]([N:27]3[CH2:32][CH2:31][O:30][CH2:29][C:28]3=[O:33])=[CH:23][CH:22]=2)[CH2:8]1.C(O)(=O)CC(CC(O)=O)(C(O)=O)O. The catalyst is N1C=CC=CC=1. The product is [CH3:1][S:2]([O:6][C@H:7]1[CH2:11][N:10]([C:12]([O:14][C:15]([CH3:18])([CH3:17])[CH3:16])=[O:13])[C@@H:9]([C:19](=[O:34])[NH:20][C:21]2[CH:26]=[CH:25][C:24]([N:27]3[CH2:32][CH2:31][O:30][CH2:29][C:28]3=[O:33])=[CH:23][CH:22]=2)[CH2:8]1)(=[O:4])=[O:3]. The yield is 1.00.